From a dataset of Forward reaction prediction with 1.9M reactions from USPTO patents (1976-2016). Predict the product of the given reaction. (1) Given the reactants C[O:2][C:3]1[C:8]([N+:9]([O-:11])=[O:10])=[CH:7][CH:6]=[CH:5][C:4]=1[C:12]1[CH:17]=[CH:16][CH:15]=[C:14]([CH:18]=[C:19]2[S:23][C:22](=[O:24])[NH:21][C:20]2=[O:25])[CH:13]=1.Br, predict the reaction product. The product is: [OH:2][C:3]1[C:8]([N+:9]([O-:11])=[O:10])=[CH:7][CH:6]=[CH:5][C:4]=1[C:12]1[CH:17]=[CH:16][CH:15]=[C:14]([CH:18]=[C:19]2[S:23][C:22](=[O:24])[NH:21][C:20]2=[O:25])[CH:13]=1. (2) Given the reactants [CH3:1][C:2]([CH2:16][CH2:17][CH2:18][CH:19]([CH3:31])[CH2:20][CH2:21][CH2:22][CH:23]([CH3:30])[CH2:24][CH2:25][CH2:26][CH:27]([CH3:29])[CH3:28])=[CH:3][CH2:4][CH2:5][CH2:6][O:7][CH2:8][C:9]([CH2:14][OH:15])([CH2:12][OH:13])[CH2:10][OH:11], predict the reaction product. The product is: [CH3:1][C:2]([CH2:16][CH2:17][CH2:18][CH:19]([CH3:31])[CH2:20][CH2:21][CH2:22][CH:23]([CH3:30])[CH2:24][CH2:25][CH2:26][CH:27]([CH3:29])[CH3:28])=[CH:3][CH2:4][CH2:5][CH2:6][O:7][CH2:8][C:9]([CH2:12][OH:13])([CH2:14][OH:15])[CH2:10][OH:11].[OH2:7]. (3) Given the reactants [CH3:1][N:2]1[CH2:7][CH2:6][NH:5][CH2:4][CH2:3]1.Cl[C:9]1[N:14]=[C:13]([C:15]2[N:16]([CH3:24])[C:17]3[C:22]([CH:23]=2)=[CH:21][CH:20]=[CH:19][CH:18]=3)[N:12]=[C:11]([NH:25][C:26]2[CH:30]=[C:29]([CH3:31])[NH:28][N:27]=2)[CH:10]=1, predict the reaction product. The product is: [CH3:24][N:16]1[C:17]2[C:22](=[CH:21][CH:20]=[CH:19][CH:18]=2)[CH:23]=[C:15]1[C:13]1[N:12]=[C:11]([NH:25][C:26]2[CH:30]=[C:29]([CH3:31])[NH:28][N:27]=2)[CH:10]=[C:9]([N:5]2[CH2:6][CH2:7][N:2]([CH3:1])[CH2:3][CH2:4]2)[N:14]=1. (4) Given the reactants Cl[C:2]1[C:11]2[C:6](=[C:7]([O:12][CH3:13])[CH:8]=[CH:9][CH:10]=2)[CH:5]=[C:4]([NH:14][C:15]2[CH:19]=[C:18]([CH3:20])[NH:17][N:16]=2)[N:3]=1.[S:21]1[CH:25]=[CH:24][C:23](B(O)O)=[CH:22]1, predict the reaction product. The product is: [CH3:20][C:18]1[NH:17][N:16]=[C:15]([NH:14][C:4]2[N:3]=[C:2]([C:23]3[CH:24]=[CH:25][S:21][CH:22]=3)[C:11]3[C:6]([CH:5]=2)=[C:7]([O:12][CH3:13])[CH:8]=[CH:9][CH:10]=3)[CH:19]=1. (5) Given the reactants [N+:1]([C:4]1[CH:9]=[CH:8][C:7](Br)=[CH:6][N:5]=1)([O-:3])=[O:2].C(N(C(C)C)CC)(C)C.[OH:20][C@H:21]1[CH2:25][CH2:24][N:23](O)[CH2:22]1, predict the reaction product. The product is: [N+:1]([C:4]1[N:5]=[CH:6][C:7]([N:23]2[CH2:24][CH2:25][CH:21]([OH:20])[CH2:22]2)=[CH:8][CH:9]=1)([O-:3])=[O:2].